The task is: Predict the reaction yield, written as a fraction of the theoretical maximum amount of product (1.0 means a 100% yield; for example, 0.34 means a 34% yield).. This data is from Reaction yield outcomes from USPTO patents with 853,638 reactions. (1) The reactants are [CH3:1][O:2][CH2:3][CH2:4][OH:5].[H-].[Na+].[CH3:8][O:9][C:10]1[C:15]2[N:16]=[C:17]([NH:19][C:20](=[O:30])[C:21]3[CH:26]=[CH:25][N:24]=[C:23]([CH2:27]NC)[CH:22]=3)[S:18][C:14]=2[C:13]([N:31]2[CH2:36][CH2:35][O:34][CH2:33][CH2:32]2)=[CH:12][CH:11]=1.ClCCl.CO. The catalyst is O1CCCC1. The product is [CH3:1][O:2][CH2:3][CH2:4][O:5][CH2:27][C:23]1[CH:22]=[C:21]([CH:26]=[CH:25][N:24]=1)[C:20]([NH:19][C:17]1[S:18][C:14]2[C:13]([N:31]3[CH2:32][CH2:33][O:34][CH2:35][CH2:36]3)=[CH:12][CH:11]=[C:10]([O:9][CH3:8])[C:15]=2[N:16]=1)=[O:30]. The yield is 0.480. (2) The reactants are I.CS[C:4](=[NH:16])[NH:5][C:6]1[CH:11]=[CH:10][CH:9]=[C:8]([C:12]([F:15])([F:14])[F:13])[CH:7]=1.[OH:17][C:18]1[CH:27]=[CH:26][C:21]([C:22]([NH:24][NH2:25])=O)=[CH:20][CH:19]=1. The catalyst is N1C=CC=CC=1. The product is [F:13][C:12]([F:15])([F:14])[C:8]1[CH:7]=[C:6]([NH:5][C:4]2[NH:16][C:22]([C:21]3[CH:26]=[CH:27][C:18]([OH:17])=[CH:19][CH:20]=3)=[N:24][N:25]=2)[CH:11]=[CH:10][CH:9]=1. The yield is 0.476.